Task: Predict the product of the given reaction.. Dataset: Forward reaction prediction with 1.9M reactions from USPTO patents (1976-2016) (1) Given the reactants [N:1]1[CH:6]=[CH:5][CH:4]=[N:3][C:2]=1[N:7]1[CH2:12][CH2:11][N:10]([C:13]2[CH:23]=[CH:22][C:16]([C:17]([O:19]CC)=O)=[CH:15][CH:14]=2)[CH2:9][CH2:8]1.O.[NH2:25][NH2:26].O, predict the reaction product. The product is: [N:1]1[CH:6]=[CH:5][CH:4]=[N:3][C:2]=1[N:7]1[CH2:12][CH2:11][N:10]([C:13]2[CH:23]=[CH:22][C:16]([C:17]([NH:25][NH2:26])=[O:19])=[CH:15][CH:14]=2)[CH2:9][CH2:8]1. (2) Given the reactants [Br:1][CH2:2][CH2:3][CH2:4][CH2:5][CH2:6][CH2:7][O:8][CH2:9][CH2:10][O:11]CC1C=CC=CC=1, predict the reaction product. The product is: [Br:1][CH2:2][CH2:3][CH2:4][CH2:5][CH2:6][CH2:7][O:8][CH2:9][CH2:10][OH:11]. (3) Given the reactants C[O:2][C:3]([CH:5]1[CH2:9][N:8]([S:10]([C:13]2[CH:18]=[CH:17][CH:16]=[CH:15][C:14]=2[C:19]([F:22])([F:21])[F:20])(=[O:12])=[O:11])[C:7](=[O:23])[N:6]1[C:24]1[CH:29]=[CH:28][CH:27]=[CH:26][CH:25]=1)=[O:4].[OH-].[Na+], predict the reaction product. The product is: [O:23]=[C:7]1[N:6]([C:24]2[CH:29]=[CH:28][CH:27]=[CH:26][CH:25]=2)[CH:5]([C:3]([OH:4])=[O:2])[CH2:9][N:8]1[S:10]([C:13]1[CH:18]=[CH:17][CH:16]=[CH:15][C:14]=1[C:19]([F:21])([F:22])[F:20])(=[O:12])=[O:11].